From a dataset of NCI-60 drug combinations with 297,098 pairs across 59 cell lines. Regression. Given two drug SMILES strings and cell line genomic features, predict the synergy score measuring deviation from expected non-interaction effect. (1) Drug 1: CC(CN1CC(=O)NC(=O)C1)N2CC(=O)NC(=O)C2. Drug 2: CCCCCOC(=O)NC1=NC(=O)N(C=C1F)C2C(C(C(O2)C)O)O. Cell line: MDA-MB-435. Synergy scores: CSS=13.2, Synergy_ZIP=-1.74, Synergy_Bliss=3.76, Synergy_Loewe=-2.29, Synergy_HSA=0.535. (2) Drug 1: CC1=C(C=C(C=C1)C(=O)NC2=CC(=CC(=C2)C(F)(F)F)N3C=C(N=C3)C)NC4=NC=CC(=N4)C5=CN=CC=C5. Drug 2: CC(C)CN1C=NC2=C1C3=CC=CC=C3N=C2N. Cell line: ACHN. Synergy scores: CSS=1.20, Synergy_ZIP=-0.110, Synergy_Bliss=-1.85, Synergy_Loewe=-0.940, Synergy_HSA=-2.74. (3) Drug 1: CCC1(CC2CC(C3=C(CCN(C2)C1)C4=CC=CC=C4N3)(C5=C(C=C6C(=C5)C78CCN9C7C(C=CC9)(C(C(C8N6C=O)(C(=O)OC)O)OC(=O)C)CC)OC)C(=O)OC)O.OS(=O)(=O)O. Drug 2: CC1=C2C(C(=O)C3(C(CC4C(C3C(C(C2(C)C)(CC1OC(=O)C(C(C5=CC=CC=C5)NC(=O)C6=CC=CC=C6)O)O)OC(=O)C7=CC=CC=C7)(CO4)OC(=O)C)O)C)OC(=O)C. Cell line: UACC62. Synergy scores: CSS=44.6, Synergy_ZIP=-3.66, Synergy_Bliss=-0.643, Synergy_Loewe=-18.5, Synergy_HSA=1.65. (4) Drug 1: CN1CCC(CC1)COC2=C(C=C3C(=C2)N=CN=C3NC4=C(C=C(C=C4)Br)F)OC. Drug 2: CN(C)C1=NC(=NC(=N1)N(C)C)N(C)C. Cell line: COLO 205. Synergy scores: CSS=-4.88, Synergy_ZIP=5.53, Synergy_Bliss=5.93, Synergy_Loewe=-5.87, Synergy_HSA=-4.15.